From a dataset of Reaction yield outcomes from USPTO patents with 853,638 reactions. Predict the reaction yield, written as a fraction of the theoretical maximum amount of product (1.0 means a 100% yield; for example, 0.34 means a 34% yield). (1) The reactants are [CH3:1][O:2][C:3](=[O:21])[CH:4]([C:11]1[CH:16]=[CH:15][C:14](Cl)=[C:13]([N+:18]([O-:20])=[O:19])[CH:12]=1)[CH2:5][CH:6]1[CH2:10][CH2:9][CH2:8][CH2:7]1.[CH3:22][S:23]([O-:25])=[O:24].[Na+].C(OCC)(=O)C.O. The catalyst is CS(C)=O. The product is [CH3:1][O:2][C:3](=[O:21])[CH:4]([C:11]1[CH:16]=[CH:15][C:14]([S:23]([CH3:22])(=[O:25])=[O:24])=[C:13]([N+:18]([O-:20])=[O:19])[CH:12]=1)[CH2:5][CH:6]1[CH2:10][CH2:9][CH2:8][CH2:7]1. The yield is 0.840. (2) The reactants are Br[C:2]1[N:6]2[C:7](=[O:21])[CH:8]=[C:9]([CH2:11][C:12]3[C:13]([F:20])=[C:14]([CH:17]=[CH:18][CH:19]=3)[C:15]#[N:16])[N:10]=[C:5]2[S:4][C:3]=1[CH3:22].P([O-])([O-])([O-])=O.[K+].[K+].[K+].[C:31]([C@@H:33]1[CH2:35][C@H:34]1[B-](F)(F)F)#[N:32].[K+]. The catalyst is O1CCOCC1.O.C1C=CC([P]([Pd]([P](C2C=CC=CC=2)(C2C=CC=CC=2)C2C=CC=CC=2)([P](C2C=CC=CC=2)(C2C=CC=CC=2)C2C=CC=CC=2)[P](C2C=CC=CC=2)(C2C=CC=CC=2)C2C=CC=CC=2)(C2C=CC=CC=2)C2C=CC=CC=2)=CC=1. The product is [C:31]([CH:33]1[CH2:35][CH:34]1[C:2]1[N:6]2[C:7](=[O:21])[CH:8]=[C:9]([CH2:11][C:12]3[C:13]([F:20])=[C:14]([CH:17]=[CH:18][CH:19]=3)[C:15]#[N:16])[N:10]=[C:5]2[S:4][C:3]=1[CH3:22])#[N:32]. The yield is 0.170. (3) The yield is 0.970. The catalyst is CCOC(C)=O.[Pt](=O)=O. The product is [CH3:1][C@@H:2]1[CH2:19][CH2:18][CH2:17][C@H:16]([NH:20][C:21](=[O:27])[O:22][C:23]([CH3:24])([CH3:26])[CH3:25])[C:15]2[CH:28]=[C:11]([CH:12]=[CH:13][N:14]=2)[C:10]2[CH:9]=[CH:8][CH:7]=[CH:6][C:5]=2[NH:4][C:3]1=[O:29]. The reactants are [CH3:1][C@H:2]1[C:3](=[O:29])[NH:4][C:5]2[CH:6]=[CH:7][CH:8]=[CH:9][C:10]=2[C:11]2[CH:12]=[CH:13][N:14]=[C:15]([CH:28]=2)[C@@H:16]([NH:20][C:21](=[O:27])[O:22][C:23]([CH3:26])([CH3:25])[CH3:24])[CH2:17][CH:18]=[CH:19]1. (4) The reactants are C([N:8]1[CH:13]2[CH:14]([S:16]([C:19]3[CH:24]=[CH:23][CH:22]=[CH:21][CH:20]=3)(=[O:18])=[O:17])[CH2:15][C:9]1([C:41]1[CH:46]=[CH:45][CH:44]=[CH:43][CH:42]=1)[CH:10]([O:25][CH2:26][C:27]1[CH:32]=[C:31]([C:33]([F:36])([F:35])[F:34])[CH:30]=[C:29]([C:37]([F:40])([F:39])[F:38])[CH:28]=1)[CH2:11][CH2:12]2)C1C=CC=CC=1. The catalyst is [Pd].C(O)C. The product is [F:36][C:33]([F:34])([F:35])[C:31]1[CH:32]=[C:27]([CH2:26][O:25][CH:10]2[CH2:11][CH2:12][CH:13]3[NH:8][C:9]2([C:41]2[CH:46]=[CH:45][CH:44]=[CH:43][CH:42]=2)[CH2:15][CH:14]3[S:16]([C:19]2[CH:20]=[CH:21][CH:22]=[CH:23][CH:24]=2)(=[O:18])=[O:17])[CH:28]=[C:29]([C:37]([F:40])([F:38])[F:39])[CH:30]=1. The yield is 0.600. (5) The reactants are [CH2:1]([N:3]([CH2:13][CH3:14])[C:4](=[O:12])[C:5]1[CH:10]=[CH:9][CH:8]=[C:7]([OH:11])[CH:6]=1)[CH3:2].C(NC(C)C)(C)C.[CH3:22][O:23][CH2:24]Cl. The catalyst is ClCCl. The product is [CH2:13]([N:3]([CH2:1][CH3:2])[C:4](=[O:12])[C:5]1[CH:10]=[CH:9][CH:8]=[C:7]([O:11][CH2:22][O:23][CH3:24])[CH:6]=1)[CH3:14]. The yield is 0.690. (6) The reactants are C[O:2][C:3](=[O:44])[CH2:4][C:5]1[CH:10]=[CH:9][CH:8]=[C:7]([CH2:11][C@@H:12]([NH:14][CH2:15][C@@H:16]([C:25]2[CH:34]=[CH:33][C:32]([O:35][CH2:36][C:37]3[CH:42]=[CH:41][CH:40]=[CH:39][CH:38]=3)=[C:31]3[C:26]=2[CH:27]=[CH:28][C:29](=[O:43])[NH:30]3)[O:17][Si:18]([C:21]([CH3:24])([CH3:23])[CH3:22])([CH3:20])[CH3:19])[CH3:13])[CH:6]=1.[OH-].[Li+].Cl. The catalyst is C1COCC1.CO.O. The product is [CH2:36]([O:35][C:32]1[CH:33]=[CH:34][C:25]([C@@H:16]([O:17][Si:18]([C:21]([CH3:22])([CH3:24])[CH3:23])([CH3:20])[CH3:19])[CH2:15][NH:14][C@@H:12]([CH3:13])[CH2:11][C:7]2[CH:6]=[C:5]([CH2:4][C:3]([OH:44])=[O:2])[CH:10]=[CH:9][CH:8]=2)=[C:26]2[C:31]=1[NH:30][C:29](=[O:43])[CH:28]=[CH:27]2)[C:37]1[CH:38]=[CH:39][CH:40]=[CH:41][CH:42]=1. The yield is 0.390. (7) The reactants are [CH2:1]([C:3]1([CH2:26][CH2:27][OH:28])[C:8]2[NH:9][C:10]3[C:15]([C:7]=2[CH2:6][CH2:5][O:4]1)=[CH:14][C:13]([CH2:16][CH2:17][C:18]([O:20]CC)=[O:19])=[CH:12][C:11]=3[CH:23]([CH3:25])[CH3:24])[CH3:2].O.[OH-].[Li+].O. The catalyst is O1CCOCC1. The product is [CH2:1]([C:3]1([CH2:26][CH2:27][OH:28])[C:8]2[NH:9][C:10]3[C:15]([C:7]=2[CH2:6][CH2:5][O:4]1)=[CH:14][C:13]([CH2:16][CH2:17][C:18]([OH:20])=[O:19])=[CH:12][C:11]=3[CH:23]([CH3:25])[CH3:24])[CH3:2]. The yield is 0.350.